From a dataset of Forward reaction prediction with 1.9M reactions from USPTO patents (1976-2016). Predict the product of the given reaction. The product is: [Cl:19][C:20]1[CH:26]=[CH:25][C:23]([NH:24][C:6]2[C:5]3[C:10](=[CH:11][C:12]([O:13][CH3:14])=[C:3]([O:2][CH3:1])[C:4]=3[N+:16]([O-:18])=[O:17])[N:9]=[CH:8][N:7]=2)=[CH:22][CH:21]=1. Given the reactants [CH3:1][O:2][C:3]1[C:4]([N+:16]([O-:18])=[O:17])=[C:5]2[C:10](=[CH:11][C:12]=1[O:13][CH3:14])[N:9]=[CH:8][NH:7][C:6]2=O.[Cl:19][C:20]1[CH:26]=[CH:25][C:23]([NH2:24])=[CH:22][CH:21]=1, predict the reaction product.